Dataset: Reaction yield outcomes from USPTO patents with 853,638 reactions. Task: Predict the reaction yield, written as a fraction of the theoretical maximum amount of product (1.0 means a 100% yield; for example, 0.34 means a 34% yield). (1) The reactants are [CH3:1][N:2]([CH2:4][CH:5]([CH2:9][CH:10]([CH3:12])[CH3:11])[C:6](=[O:8])[CH3:7])[CH3:3].[CH3:13][I:14]. The catalyst is C(OCC)C. The product is [I-:14].[C:6]([CH:5]([CH2:9][CH:10]([CH3:12])[CH3:11])[CH2:4][N+:2]([CH3:13])([CH3:3])[CH3:1])(=[O:8])[CH3:7]. The yield is 0.860. (2) The reactants are [CH3:1][O:2][C:3]([C:5]1[C:14]2[C:9](=[CH:10][CH:11]=[C:12]([O:15][CH3:16])[CH:13]=2)[N:8]=[CH:7][C:6]=1OS(C(F)(F)F)(=O)=O)=[O:4].[CH3:25][O:26][C:27]1[CH:32]=[CH:31][C:30]([CH2:33][SH:34])=[CH:29][CH:28]=1.C(N(CC)C(C)C)(C)C.C(OCC)(=O)C. The catalyst is O1CCOCC1.C1C=CC(/C=C/C(/C=C/C2C=CC=CC=2)=O)=CC=1.C1C=CC(/C=C/C(/C=C/C2C=CC=CC=2)=O)=CC=1.C1C=CC(/C=C/C(/C=C/C2C=CC=CC=2)=O)=CC=1.[Pd].[Pd].C1(P(C2C=CC=CC=2)C2C3OC4C(=CC=CC=4P(C4C=CC=CC=4)C4C=CC=CC=4)C(C)(C)C=3C=CC=2)C=CC=CC=1. The product is [CH3:1][O:2][C:3]([C:5]1[C:14]2[C:9](=[CH:10][CH:11]=[C:12]([O:15][CH3:16])[CH:13]=2)[N:8]=[CH:7][C:6]=1[S:34][CH2:33][C:30]1[CH:31]=[CH:32][C:27]([O:26][CH3:25])=[CH:28][CH:29]=1)=[O:4]. The yield is 0.880. (3) The reactants are C[O:2][C:3]([C:5]1[N:6]([NH:10][C:11](=[O:22])[CH:12]([O:14][CH2:15][C:16]2[CH:21]=[CH:20][CH:19]=[CH:18][CH:17]=2)[CH3:13])[CH:7]=[N:8][CH:9]=1)=O.[OH-].[NH4+:24]. No catalyst specified. The product is [CH2:15]([O:14][CH:12]([CH3:13])[C:11]([NH:10][N:6]1[C:5]([C:3]([NH2:24])=[O:2])=[CH:9][N:8]=[CH:7]1)=[O:22])[C:16]1[CH:21]=[CH:20][CH:19]=[CH:18][CH:17]=1. The yield is 1.00. (4) The reactants are [CH:1]([C:4]1[CH:19]=[CH:18][C:7]([C:8]([NH:10][NH:11][CH2:12]C(OCC)=O)=[O:9])=[CH:6][CH:5]=1)([CH3:3])[CH3:2].P(Cl)(Cl)(Cl)=[O:21]. No catalyst specified. The product is [CH:1]([C:4]1[CH:19]=[CH:18][C:7]([C:8]2[O:9][C:12](=[O:21])[NH:11][N:10]=2)=[CH:6][CH:5]=1)([CH3:3])[CH3:2]. The yield is 0.580. (5) The reactants are [CH3:1][C:2]([C@H:4]1[C@@H:8]2[C@@H:9]3[C@@:22]([CH3:25])([CH2:23][CH2:24][C@@:7]2([CH2:31][OH:32])[CH2:6][CH2:5]1)[C@@:21]1([CH3:26])[C@@H:12]([C@:13]2([CH3:30])[C@@H:18]([CH2:19][CH2:20]1)[C:17]([CH3:28])([CH3:27])[C@@H:16]([OH:29])[CH2:15][CH2:14]2)[CH2:11][CH2:10]3)=[CH2:3].CC(C)=[O:35].OS(O)(=O)=O.O=[Cr](=O)=O. The catalyst is CC(C)=O. The product is [CH3:3][C:2]([C@H:4]1[C@@H:8]2[C@@H:9]3[C@@:22]([CH3:25])([CH2:23][CH2:24][C@@:7]2([C:31]([OH:35])=[O:32])[CH2:6][CH2:5]1)[C@@:21]1([CH3:26])[C@@H:12]([C@:13]2([CH3:30])[C@@H:18]([CH2:19][CH2:20]1)[C:17]([CH3:28])([CH3:27])[C:16](=[O:29])[CH2:15][CH2:14]2)[CH2:11][CH2:10]3)=[CH2:1]. The yield is 0.570. (6) The reactants are [CH3:1][C:2]1[CH:27]=[CH:26][CH:25]=[C:24]([CH3:28])[C:3]=1[CH2:4][NH:5][C:6]1[C:14]2[N:13]=[C:12]([CH2:15][O:16][CH3:17])[N:11]([CH3:18])[C:10]=2[CH:9]=[C:8]([C:19](OCC)=[O:20])[CH:7]=1.O.[Cl-].[NH4+].[NH2:32][CH2:33][CH2:34][OH:35]. No catalyst specified. The product is [CH3:28][C:24]1[CH:25]=[CH:26][CH:27]=[C:2]([CH3:1])[C:3]=1[CH2:4][NH:5][C:6]1[C:14]2[N:13]=[C:12]([CH2:15][O:16][CH3:17])[N:11]([CH3:18])[C:10]=2[CH:9]=[C:8]([C:19]([NH:32][CH2:33][CH2:34][OH:35])=[O:20])[CH:7]=1. The yield is 0.930. (7) The reactants are [CH2:1]([N:8]1[C@H:13]([CH3:14])[CH2:12][CH:11]([NH:15][C:16]2[C:17]([CH3:27])=[C:18]([CH:23]=[C:24]([F:26])[CH:25]=2)[C:19]([O:21][CH3:22])=[O:20])[CH2:10][C@H:9]1[CH3:28])[C:2]1[CH:7]=[CH:6][CH:5]=[CH:4][CH:3]=1.[CH:29](=O)[CH3:30].C(O[BH-](OC(=O)C)OC(=O)C)(=O)C.[Na+]. The catalyst is ClCCl.C(O)(=O)C. The product is [CH2:1]([N:8]1[C@H:13]([CH3:14])[CH2:12][CH:11]([N:15]([CH2:29][CH3:30])[C:16]2[C:17]([CH3:27])=[C:18]([CH:23]=[C:24]([F:26])[CH:25]=2)[C:19]([O:21][CH3:22])=[O:20])[CH2:10][C@H:9]1[CH3:28])[C:2]1[CH:3]=[CH:4][CH:5]=[CH:6][CH:7]=1. The yield is 0.960.